Dataset: CYP2C19 inhibition data for predicting drug metabolism from PubChem BioAssay. Task: Regression/Classification. Given a drug SMILES string, predict its absorption, distribution, metabolism, or excretion properties. Task type varies by dataset: regression for continuous measurements (e.g., permeability, clearance, half-life) or binary classification for categorical outcomes (e.g., BBB penetration, CYP inhibition). Dataset: cyp2c19_veith. (1) The molecule is O=C(Nc1cccc(-c2cn3cccnc3n2)c1)c1ccco1. The result is 0 (non-inhibitor). (2) The result is 0 (non-inhibitor). The compound is c1ccc([C@H](c2cccc3c2ccc2ccccc23)[C@H](c2ccccc2)c2cccc3c2ccc2ccccc23)cc1. (3) The molecule is O=C(O)CSCCc1ccccc1. The result is 0 (non-inhibitor).